From a dataset of Reaction yield outcomes from USPTO patents with 853,638 reactions. Predict the reaction yield, written as a fraction of the theoretical maximum amount of product (1.0 means a 100% yield; for example, 0.34 means a 34% yield). The reactants are [CH3:1][N:2]1[CH2:7][CH:6]=[C:5]([C:8]2[C:16]3[C:11](=[CH:12][CH:13]=[C:14]([NH:17][C:18]([NH:20]C(=O)C4C=CC=CC=4)=[S:19])[CH:15]=3)[NH:10][CH:9]=2)[CH2:4][CH2:3]1.[OH-].[Na+]. The catalyst is C1COCC1. The product is [CH3:1][N:2]1[CH2:3][CH:4]=[C:5]([C:8]2[C:16]3[C:11](=[CH:12][CH:13]=[C:14]([NH:17][C:18]([NH2:20])=[S:19])[CH:15]=3)[NH:10][CH:9]=2)[CH2:6][CH2:7]1. The yield is 0.790.